From a dataset of Catalyst prediction with 721,799 reactions and 888 catalyst types from USPTO. Predict which catalyst facilitates the given reaction. Reactant: C[Si]([N-][Si](C)(C)C)(C)C.[K+].[C:11]([O:15][C:16]([N:18]1[CH2:23][CH2:22][CH:21]([C:24]([O:26][CH3:27])=[O:25])[CH2:20][CH2:19]1)=[O:17])([CH3:14])([CH3:13])[CH3:12].Br[CH2:29][CH2:30][CH2:31][CH:32]=[CH2:33].C(=O)(O)[O-].[Na+]. Product: [CH2:33]([C:21]1([C:24]([O:26][CH3:27])=[O:25])[CH2:22][CH2:23][N:18]([C:16]([O:15][C:11]([CH3:14])([CH3:13])[CH3:12])=[O:17])[CH2:19][CH2:20]1)[CH2:32][CH2:31][CH:30]=[CH2:29]. The catalyst class is: 7.